Predict which catalyst facilitates the given reaction. From a dataset of Catalyst prediction with 721,799 reactions and 888 catalyst types from USPTO. Reactant: [NH:1]1[CH2:11][CH2:10][CH:4]([C:5]([O:7][CH2:8][CH3:9])=[O:6])[CH2:3][CH2:2]1.O.[C:13](O[C:13]([O:15][C:16]([CH3:19])([CH3:18])[CH3:17])=[O:14])([O:15][C:16]([CH3:19])([CH3:18])[CH3:17])=[O:14]. Product: [C:16]([O:15][C:13]([N:1]1[CH2:2][CH2:3][CH:4]([C:5]([O:7][CH2:8][CH3:9])=[O:6])[CH2:10][CH2:11]1)=[O:14])([CH3:19])([CH3:18])[CH3:17]. The catalyst class is: 56.